From a dataset of Reaction yield outcomes from USPTO patents with 853,638 reactions. Predict the reaction yield, written as a fraction of the theoretical maximum amount of product (1.0 means a 100% yield; for example, 0.34 means a 34% yield). (1) The reactants are [CH3:1][C:2]1[O:6][N:5]=[C:4]([C:7]2[CH:12]=[CH:11][CH:10]=[CH:9][CH:8]=2)[C:3]=1[CH2:13][O:14][C:15]1[CH:23]=[CH:22][C:18]([C:19]([OH:21])=O)=[CH:17][N:16]=1.Cl.[N:25]1[N:29]2[CH2:30][CH2:31][CH2:32][NH:33][C:28]2=[CH:27][CH:26]=1. No catalyst specified. The product is [N:25]1[N:29]2[CH2:30][CH2:31][CH2:32][N:33]([C:19]([C:18]3[CH:17]=[N:16][C:15]([O:14][CH2:13][C:3]4[C:4]([C:7]5[CH:8]=[CH:9][CH:10]=[CH:11][CH:12]=5)=[N:5][O:6][C:2]=4[CH3:1])=[CH:23][CH:22]=3)=[O:21])[C:28]2=[CH:27][CH:26]=1. The yield is 0.310. (2) The reactants are [Na].[C:2]([O:7][CH2:8][CH3:9])(=[O:6])[C:3]([O-:5])=O.[C:10]([NH:14][C:15]1[C:16]([CH3:28])=[N:17][C:18]2[C:23]([N:24]=1)=[C:22]([C:25](=[O:27])[CH3:26])[CH:21]=[CH:20][CH:19]=2)([CH3:13])([CH3:12])[CH3:11]. The catalyst is CCO.O. The product is [C:10]([NH:14][C:15]1[C:16]([CH3:28])=[N:17][C:18]2[C:23]([N:24]=1)=[C:22]([C:25](=[O:27])[CH2:26][C:3](=[O:5])[C:2]([O:7][CH2:8][CH3:9])=[O:6])[CH:21]=[CH:20][CH:19]=2)([CH3:13])([CH3:12])[CH3:11]. The yield is 0.240. (3) The reactants are [NH2:1][C:2]1[N:7]=[C:6]([NH:8]/[C:9](/[NH:23][CH2:24][C:25]2[CH:30]=[CH:29][CH:28]=[CH:27][C:26]=2[C:31]([F:34])([F:33])[F:32])=[N:10]\[C:11](=[O:22])[C:12]2[CH:17]=[CH:16][C:15]([C:18]([F:21])([F:20])[F:19])=[CH:14][CH:13]=2)[CH:5]=[CH:4][CH:3]=1.N1C=CC=CC=1.[S:41](Cl)([CH3:44])(=[O:43])=[O:42]. The catalyst is ClCCl. The product is [CH3:44][S:41]([NH:1][C:2]1[N:7]=[C:6]([NH:8]/[C:9](/[NH:23][CH2:24][C:25]2[CH:30]=[CH:29][CH:28]=[CH:27][C:26]=2[C:31]([F:34])([F:32])[F:33])=[N:10]\[C:11](=[O:22])[C:12]2[CH:17]=[CH:16][C:15]([C:18]([F:19])([F:20])[F:21])=[CH:14][CH:13]=2)[CH:5]=[CH:4][CH:3]=1)(=[O:43])=[O:42]. The yield is 0.410. (4) The reactants are C(Cl)(=O)C(Cl)=O.[CH3:7][N:8]1[C:17]2[N:16]([CH3:18])[C:15]3[CH:19]=[CH:20][CH:21]=[CH:22][C:14]=3[N:13]([C:23]([C:25]3[CH:30]=[CH:29][C:28]([CH2:31][CH2:32][C:33]([OH:35])=O)=[C:27]([CH3:36])[CH:26]=3)=[O:24])[CH2:12][C:11]=2[CH:10]=[N:9]1.Cl.Cl.[CH3:39][C:40]([CH3:50])([CH3:49])[CH2:41][CH2:42][N:43]1[CH2:48][CH2:47][NH:46][CH2:45][CH2:44]1.CCN(C(C)C)C(C)C. The catalyst is ClCCl.CN(C=O)C. The product is [CH3:39][C:40]([CH3:50])([CH3:49])[CH2:41][CH2:42][N:43]1[CH2:44][CH2:45][N:46]([C:33](=[O:35])[CH2:32][CH2:31][C:28]2[CH:29]=[CH:30][C:25]([C:23]([N:13]3[CH2:12][C:11]4[CH:10]=[N:9][N:8]([CH3:7])[C:17]=4[N:16]([CH3:18])[C:15]4[CH:19]=[CH:20][CH:21]=[CH:22][C:14]3=4)=[O:24])=[CH:26][C:27]=2[CH3:36])[CH2:47][CH2:48]1. The yield is 0.650. (5) The catalyst is C1COCC1.C(OCC)(=O)C.O. The yield is 0.420. The reactants are [CH3:1][CH:2]([CH3:32])[CH2:3][CH2:4][NH:5][C:6]([C:8]1[N:9]=[N:10][C:11]([N:14]2[CH2:19][CH2:18][N:17]([C:20](=[O:31])[C:21]3[CH:26]=[CH:25][CH:24]=[CH:23][C:22]=3[S:27](C)(=[O:29])=[O:28])[CH2:16][CH2:15]2)=[CH:12][CH:13]=1)=[O:7].C[Mg]Cl.C(B(CCCC)CCCC)CCC.C([O-])(=O)C.[Na+].[NH2:54]OS(O)(=O)=O. The product is [CH3:1][CH:2]([CH3:32])[CH2:3][CH2:4][NH:5][C:6]([C:8]1[N:9]=[N:10][C:11]([N:14]2[CH2:19][CH2:18][N:17]([C:20](=[O:31])[C:21]3[CH:26]=[CH:25][CH:24]=[CH:23][C:22]=3[S:27](=[O:29])(=[O:28])[NH2:54])[CH2:16][CH2:15]2)=[CH:12][CH:13]=1)=[O:7]. (6) The reactants are [NH2:1][C:2]1[CH:3]=[C:4]([CH:22]=[CH:23][CH:24]=1)[C:5]([NH:7][CH2:8][C@H:9]([OH:21])[CH2:10][N:11]1[CH2:20][CH2:19][C:18]2[C:13](=[CH:14][CH:15]=[CH:16][CH:17]=2)[CH2:12]1)=[O:6].CC(O)=O.[O:29]1[CH2:34][CH2:33][C:32](=O)[CH2:31][CH2:30]1.[BH3-]C#N.[Na+]. The catalyst is CO. The product is [CH2:12]1[C:13]2[C:18](=[CH:17][CH:16]=[CH:15][CH:14]=2)[CH2:19][CH2:20][N:11]1[CH2:10][C@@H:9]([OH:21])[CH2:8][NH:7][C:5](=[O:6])[C:4]1[CH:22]=[CH:23][CH:24]=[C:2]([NH:1][CH:32]2[CH2:33][CH2:34][O:29][CH2:30][CH2:31]2)[CH:3]=1. The yield is 0.318. (7) The catalyst is O1CCOCC1. The product is [Cl:1][C:2]1[N:7]=[C:6]([O:8][C:9]2[C:10]([CH3:17])=[CH:11][C:12]([CH3:16])=[CH:13][C:14]=2[CH3:15])[C:5]([C:18]([NH:20][S:21]([C:24]2[C:25](=[O:30])[NH:26][CH:27]=[CH:28][CH:29]=2)(=[O:22])=[O:23])=[O:19])=[CH:4][CH:3]=1. The reactants are [Cl:1][C:2]1[N:7]=[C:6]([O:8][C:9]2[C:14]([CH3:15])=[CH:13][C:12]([CH3:16])=[CH:11][C:10]=2[CH3:17])[C:5]([C:18]([NH:20][S:21]([C:24]2[C:25]([O:30]C)=[N:26][CH:27]=[CH:28][CH:29]=2)(=[O:23])=[O:22])=[O:19])=[CH:4][CH:3]=1.Cl. The yield is 0.770. (8) The yield is 0.370. The reactants are FC(F)(F)C(O)=O.[Cl:8][C:9]1[CH:14]=[C:13]2[NH:15][C:16](=[O:38])[C:17]3([CH:21]([C:22]4[CH:27]=[CH:26][CH:25]=[C:24]([Cl:28])[C:23]=4[F:29])[CH:20]([C:30](O)=[O:31])[NH:19][CH:18]3[CH2:33][C:34]([CH3:37])([CH3:36])[CH3:35])[C:12]2=[CH:11][CH:10]=1.C(N(C(C)C)CC)(C)C.C1(P(Cl)(C2C=CC=CC=2)=O)C=CC=CC=1.[NH2:63][C:64]1[CH:69]=[CH:68][C:67]([C:70](=[O:72])[CH3:71])=[CH:66][C:65]=1[O:73][CH3:74]. The product is [C:70]([C:67]1[CH:68]=[CH:69][C:64]([NH:63][C:30]([CH:20]2[NH:19][CH:18]([CH2:33][C:34]([CH3:37])([CH3:36])[CH3:35])[C:17]3([C:12]4[C:13](=[CH:14][C:9]([Cl:8])=[CH:10][CH:11]=4)[NH:15][C:16]3=[O:38])[CH:21]2[C:22]2[CH:27]=[CH:26][CH:25]=[C:24]([Cl:28])[C:23]=2[F:29])=[O:31])=[C:65]([O:73][CH3:74])[CH:66]=1)(=[O:72])[CH3:71]. No catalyst specified. (9) The reactants are [F:1][C:2]1[N:7]=[C:6]([NH:8][CH2:9][C:10]2[CH:15]=[CH:14][C:13]([O:16][CH3:17])=[CH:12][CH:11]=2)[CH:5]=[CH:4][CH:3]=1.[Br:18]N1C(=O)CCC1=O. The catalyst is C(#N)C. The product is [Br:18][C:3]1[CH:4]=[CH:5][C:6]([NH:8][CH2:9][C:10]2[CH:15]=[CH:14][C:13]([O:16][CH3:17])=[CH:12][CH:11]=2)=[N:7][C:2]=1[F:1]. The yield is 0.850.